This data is from Forward reaction prediction with 1.9M reactions from USPTO patents (1976-2016). The task is: Predict the product of the given reaction. The product is: [Cl:1][C:2]1[N:11]=[C:10]([NH:28][CH2:29][C:30]2[CH:31]=[CH:32][C:33]([C:34]([O:36][CH3:37])=[O:35])=[CH:38][CH:39]=2)[C:9]2[C:4](=[CH:5][CH:6]=[CH:7][C:8]=2[C:13]2[CH:18]=[CH:17][CH:16]=[CH:15][CH:14]=2)[N:3]=1. Given the reactants [Cl:1][C:2]1[N:11]=[C:10](Cl)[C:9]2[C:4](=[CH:5][CH:6]=[CH:7][C:8]=2[C:13]2[CH:18]=[CH:17][CH:16]=[CH:15][CH:14]=2)[N:3]=1.C(N(C(C)C)CC)(C)C.[NH2:28][CH2:29][C:30]1[CH:39]=[CH:38][C:33]([C:34]([O:36][CH3:37])=[O:35])=[CH:32][CH:31]=1, predict the reaction product.